From a dataset of Full USPTO retrosynthesis dataset with 1.9M reactions from patents (1976-2016). Predict the reactants needed to synthesize the given product. (1) Given the product [CH:21]1([CH2:24][NH:25][C:2]2[CH:7]=[CH:6][C:5]([NH:8][S:9]([C:12]3[CH:17]=[CH:16][CH:15]=[CH:14][CH:13]=3)(=[O:11])=[O:10])=[CH:4][C:3]=2[N+:18]([O-:20])=[O:19])[CH2:23][CH2:22]1, predict the reactants needed to synthesize it. The reactants are: F[C:2]1[CH:7]=[CH:6][C:5]([NH:8][S:9]([C:12]2[CH:17]=[CH:16][CH:15]=[CH:14][CH:13]=2)(=[O:11])=[O:10])=[CH:4][C:3]=1[N+:18]([O-:20])=[O:19].[CH:21]1([CH2:24][NH2:25])[CH2:23][CH2:22]1. (2) Given the product [Cl:2][C:3]1[CH:8]=[CH:7][CH:6]=[C:5]2[C:4]=1[NH:9][C:15]([C:14]([O:13][CH2:11][CH3:12])=[O:19])=[C:16]2[CH3:17], predict the reactants needed to synthesize it. The reactants are: Cl.[Cl:2][C:3]1[CH:8]=[CH:7][CH:6]=[CH:5][C:4]=1[NH:9]N.[CH2:11]([O:13][C:14](=[O:19])[C:15](=O)[CH2:16][CH3:17])[CH3:12].Cl.